This data is from CYP2C19 inhibition data for predicting drug metabolism from PubChem BioAssay. The task is: Regression/Classification. Given a drug SMILES string, predict its absorption, distribution, metabolism, or excretion properties. Task type varies by dataset: regression for continuous measurements (e.g., permeability, clearance, half-life) or binary classification for categorical outcomes (e.g., BBB penetration, CYP inhibition). Dataset: cyp2c19_veith. The molecule is CCCCOc1ccc(C(=O)NCc2ccco2)cc1. The result is 1 (inhibitor).